Dataset: Reaction yield outcomes from USPTO patents with 853,638 reactions. Task: Predict the reaction yield, written as a fraction of the theoretical maximum amount of product (1.0 means a 100% yield; for example, 0.34 means a 34% yield). (1) The reactants are [F:1][CH:2]([F:32])[C:3]1[S:4][CH:5]=[C:6]([C:8]2[C:12]3[CH2:13][N:14](C(OC(C)(C)C)=O)[CH2:15][CH2:16][C:11]=3[N:10](COCC[Si](C)(C)C)[N:9]=2)[N:7]=1.O1CCOCC1. No catalyst specified. The product is [F:32][CH:2]([F:1])[C:3]1[S:4][CH:5]=[C:6]([C:8]2[C:12]3[CH2:13][NH:14][CH2:15][CH2:16][C:11]=3[NH:10][N:9]=2)[N:7]=1. The yield is 0.997. (2) The reactants are [F:1][C:2]([F:21])([F:20])[C:3]1[CH:8]=[CH:7][C:6]([C:9]2[O:13][N:12]=[CH:11][C:10]=2[CH2:14][CH2:15][C:16](OC)=[O:17])=[CH:5][CH:4]=1.[H-].C([Al+]CC(C)C)C(C)C.Cl. The catalyst is O1CCCC1. The product is [F:21][C:2]([F:1])([F:20])[C:3]1[CH:4]=[CH:5][C:6]([C:9]2[O:13][N:12]=[CH:11][C:10]=2[CH2:14][CH2:15][CH2:16][OH:17])=[CH:7][CH:8]=1. The yield is 0.760. (3) The reactants are [O:1]1[CH2:5][CH2:4][CH2:3][C@@H:2]1[C:6]([NH:8][C:9]1([C:15]([OH:17])=[O:16])[CH2:14][CH2:13][CH2:12][CH2:11][CH2:10]1)=O.C(OC(C1(NC([C@H]2CCCO2)=O)CCCCC1)=O)C1C=CC=CC=1. No catalyst specified. The product is [O:1]1[CH2:5][CH2:4][CH2:3][C@@H:2]1[C:6]1[O:17][C:15](=[O:16])[C:9]2([CH2:10][CH2:11][CH2:12][CH2:13][CH2:14]2)[N:8]=1. The yield is 0.900. (4) The reactants are CS(O[C@@H:6]1[C@@H:11]([CH3:12])[CH2:10][N:9]([C:13]2[CH:18]=[CH:17][N:16]=[CH:15][C:14]=2[N:19]([C:27]([O:29][C:30]([CH3:33])([CH3:32])[CH3:31])=[O:28])[C:20]([O:22][C:23]([CH3:26])([CH3:25])[CH3:24])=[O:21])[CH2:8][C@H:7]1[NH:34][C:35]([O:37][C:38]([CH3:41])([CH3:40])[CH3:39])=[O:36])(=O)=O.[N-:42]=[N+:43]=[N-:44].[Na+]. The catalyst is CN(C=O)C. The product is [N:42]([C@H:6]1[C@@H:11]([CH3:12])[CH2:10][N:9]([C:13]2[CH:18]=[CH:17][N:16]=[CH:15][C:14]=2[N:19]([C:27]([O:29][C:30]([CH3:32])([CH3:31])[CH3:33])=[O:28])[C:20]([O:22][C:23]([CH3:24])([CH3:25])[CH3:26])=[O:21])[CH2:8][C@H:7]1[NH:34][C:35]([O:37][C:38]([CH3:39])([CH3:41])[CH3:40])=[O:36])=[N+:43]=[N-:44]. The yield is 0.990. (5) The reactants are I[C:2]1[CH:7]=[CH:6][C:5]([N:8]2[CH2:13][CH2:12][C:11]3[C:14]([S:25]([CH3:28])(=[O:27])=[O:26])=[N:15][N:16]([C:17]4[CH:22]=[CH:21][C:20]([O:23][CH3:24])=[CH:19][CH:18]=4)[C:10]=3[C:9]2=[O:29])=[CH:4][CH:3]=1.C(OC([N:40]1[CH2:45][CH2:44][NH:43][C:42](=[O:46])[CH2:41]1)=O)C1C=CC=CC=1.C([O-])([O-])=O.[K+].[K+].CS(C)=O. The catalyst is CCOC(C)=O.O.[Cu]I. The product is [CH3:24][O:23][C:20]1[CH:21]=[CH:22][C:17]([N:16]2[C:10]3[C:9](=[O:29])[N:8]([C:5]4[CH:6]=[CH:7][C:2]([N:43]5[CH2:44][CH2:45][NH:40][CH2:41][C:42]5=[O:46])=[CH:3][CH:4]=4)[CH2:13][CH2:12][C:11]=3[C:14]([S:25]([CH3:28])(=[O:27])=[O:26])=[N:15]2)=[CH:18][CH:19]=1. The yield is 0.270. (6) The reactants are [Br:1][C:2]1[CH:7]=[CH:6][C:5]([CH2:8][C:9]([OH:11])=[O:10])=[CH:4][CH:3]=1.[Li+].[CH3:13][CH:14]([N-]C(C)C)C.BrCCO[Si](C(C)(C)C)(C)C.Cl. The catalyst is C1COCC1. The product is [Br:1][C:2]1[CH:3]=[CH:4][C:5]([CH:8]2[CH2:14][CH2:13][O:10][C:9]2=[O:11])=[CH:6][CH:7]=1. The yield is 0.190. (7) The reactants are [CH3:1][N:2]([CH3:9])[CH:3]1[CH:8]2[CH:4]1[CH2:5][NH:6][CH2:7]2.Br[CH2:11][CH2:12][CH2:13][Cl:14].C(=O)([O-])[O-].[Cs+].[Cs+]. The catalyst is CC(C)=O. The product is [Cl:14][CH2:13][CH2:12][CH2:11][N:6]1[CH2:7][CH:8]2[CH:4]([CH:3]2[N:2]([CH3:9])[CH3:1])[CH2:5]1. The yield is 0.400. (8) The reactants are [CH3:1][O:2][C:3]([CH:5]1[CH2:9][CH:8]([CH2:10][O:11][CH:12]([F:14])[F:13])[CH2:7][N:6]1[C:15]([O:17][C:18]([CH3:21])([CH3:20])[CH3:19])=[O:16])=[O:4].[Li+].[OH-].Cl.BrC[C:27]([C:29]1[CH:34]=[CH:33][C:32]([Br:35])=[CH:31][CH:30]=1)=[O:28].C(N(CC)CC)C. The catalyst is CO. The product is [C:18]([O:17][C:15]([N:6]1[CH2:7][CH:8]([CH2:10][O:11][CH:12]([F:14])[F:13])[CH2:9][CH:5]1[C:3]([O:2][CH2:1][C:27]([C:29]1[CH:34]=[CH:33][C:32]([Br:35])=[CH:31][CH:30]=1)=[O:28])=[O:4])=[O:16])([CH3:21])([CH3:20])[CH3:19]. The yield is 0.940. (9) The reactants are [CH3:1][C:2]1[C:7]2[CH:8]([C:11]3[CH:16]=[CH:15][C:14]([CH3:17])=[CH:13][CH:12]=3)[CH2:9][O:10][C:6]=2[C:5]([CH3:18])=[C:4]([CH3:19])[C:3]=1[NH2:20].C([O:24][CH2:25][CH3:26])(=O)C. No catalyst specified. The product is [CH3:1][C:2]([CH3:7])([CH3:3])[CH2:26][C:25]([NH:20][C:3]1[C:4]([CH3:19])=[C:5]([CH3:18])[C:6]2[O:10][CH2:9][CH:8]([C:11]3[CH:16]=[CH:15][C:14]([CH3:17])=[CH:13][CH:12]=3)[C:7]=2[C:2]=1[CH3:1])=[O:24]. The yield is 0.800.